From a dataset of Forward reaction prediction with 1.9M reactions from USPTO patents (1976-2016). Predict the product of the given reaction. (1) Given the reactants [Cl:1][C:2]1[C:7]([C:8]2[C:9](=[O:25])[N:10]([CH2:23][CH3:24])[C:11]3[C:16]([CH:17]=2)=[CH:15][N:14]=[C:13]([NH:18][CH2:19][CH2:20][O:21][CH3:22])[CH:12]=3)=[CH:6][C:5]([NH:26][C:27]([NH:29][C:30]2[CH:35]=[CH:34][CH:33]=[CH:32][CH:31]=2)=[O:28])=[C:4]([F:36])[CH:3]=1.[CH3:37][S:38]([OH:41])(=[O:40])=[O:39], predict the reaction product. The product is: [CH3:37][S:38]([OH:41])(=[O:40])=[O:39].[Cl:1][C:2]1[C:7]([C:8]2[C:9](=[O:25])[N:10]([CH2:23][CH3:24])[C:11]3[C:16]([CH:17]=2)=[CH:15][N:14]=[C:13]([NH:18][CH2:19][CH2:20][O:21][CH3:22])[CH:12]=3)=[CH:6][C:5]([NH:26][C:27]([NH:29][C:30]2[CH:35]=[CH:34][CH:33]=[CH:32][CH:31]=2)=[O:28])=[C:4]([F:36])[CH:3]=1. (2) Given the reactants O1CCCCC1[O:7][CH2:8][CH2:9][CH2:10][N:11]1[CH:16]=[CH:15][C:14](=[O:17])[CH:13]=[CH:12]1, predict the reaction product. The product is: [OH:7][CH2:8][CH2:9][CH2:10][N:11]1[CH:12]=[CH:13][C:14](=[O:17])[CH:15]=[CH:16]1. (3) Given the reactants [N:1]1([CH2:6][CH2:7][O:8][C:9]2[CH:14]=[CH:13][C:12]([NH2:15])=[CH:11][CH:10]=2)[CH2:5][CH2:4][CH2:3][CH2:2]1.[F:16][C:17]1[CH:25]=[C:24]2[C:20]([C:21](=[CH:27]O)[C:22](=[O:26])[NH:23]2)=[CH:19][CH:18]=1, predict the reaction product. The product is: [F:16][C:17]1[CH:25]=[C:24]2[C:20]([C:21](=[CH:27][NH:15][C:12]3[CH:11]=[CH:10][C:9]([O:8][CH2:7][CH2:6][N:1]4[CH2:5][CH2:4][CH2:3][CH2:2]4)=[CH:14][CH:13]=3)[C:22](=[O:26])[NH:23]2)=[CH:19][CH:18]=1. (4) Given the reactants [C:1]([O:5][C:6](=[O:12])[NH:7][CH2:8][CH2:9][CH2:10][OH:11])([CH3:4])([CH3:3])[CH3:2].C(N(CC)C(C)C)(C)C.CS(C)=O, predict the reaction product. The product is: [C:1]([O:5][C:6](=[O:12])[NH:7][CH2:8][CH2:9][CH:10]=[O:11])([CH3:4])([CH3:2])[CH3:3]. (5) Given the reactants [CH2:1]([N:8]1[CH2:13][CH2:12][CH:11]([NH:14][CH2:15][C:16]2[CH:21]=[CH:20][C:19]([Br:22])=[CH:18][CH:17]=2)[CH2:10][CH2:9]1)[C:2]1[CH:7]=[CH:6][CH:5]=[CH:4][CH:3]=1.C(N(CC)CC)C.[C:30](O[C:30]([O:32][C:33]([CH3:36])([CH3:35])[CH3:34])=[O:31])([O:32][C:33]([CH3:36])([CH3:35])[CH3:34])=[O:31], predict the reaction product. The product is: [C:33]([O:32][C:30](=[O:31])[N:14]([CH:11]1[CH2:12][CH2:13][N:8]([CH2:1][C:2]2[CH:3]=[CH:4][CH:5]=[CH:6][CH:7]=2)[CH2:9][CH2:10]1)[CH2:15][C:16]1[CH:21]=[CH:20][C:19]([Br:22])=[CH:18][CH:17]=1)([CH3:36])([CH3:35])[CH3:34]. (6) Given the reactants [C:1]([C:5]1[CH:10]=[CH:9][C:8]([OH:11])=[CH:7][CH:6]=1)([CH3:4])([CH3:3])[CH3:2].C1C(=O)N([Cl:19])C(=O)C1, predict the reaction product. The product is: [C:1]([C:5]1[CH:6]=[CH:7][C:8]([OH:11])=[C:9]([Cl:19])[CH:10]=1)([CH3:4])([CH3:2])[CH3:3]. (7) Given the reactants [F:1][C:2]1[CH:3]=[C:4]([N:9]2[CH:13]=[N:12][C:11]([C:14]([OH:16])=O)=[N:10]2)[CH:5]=[CH:6][C:7]=1[CH3:8].C(OC([N:24]1[CH2:29][CH2:28][NH:27][C:26]([CH3:31])([CH3:30])[CH2:25]1)=O)(C)(C)C.[F:32][C:33]([F:38])([F:37])[C:34]([OH:36])=[O:35].CC1(C)CNCCN1C(C1N=CN(C2C=CC=CC=2)N=1)=O, predict the reaction product. The product is: [F:32][C:33]([F:38])([F:37])[C:34]([OH:36])=[O:35].[CH3:30][C:26]1([CH3:31])[CH2:25][NH:24][CH2:29][CH2:28][N:27]1[C:14]([C:11]1[N:12]=[CH:13][N:9]([C:4]2[CH:5]=[CH:6][C:7]([CH3:8])=[C:2]([F:1])[CH:3]=2)[N:10]=1)=[O:16]. (8) Given the reactants [CH3:1][C@@H:2]1[O:7][C@H:6]([CH3:8])[CH2:5][N:4]([C:9]2[C:16]([F:17])=[CH:15][C:14]([C:18]#[CH:19])=[CH:13][C:10]=2[CH:11]=[O:12])[CH2:3]1.Br[C:21]1[S:22][C:23]([CH3:26])=[N:24][N:25]=1, predict the reaction product. The product is: [CH3:1][C@H:2]1[O:7][C@@H:6]([CH3:8])[CH2:5][N:4]([C:9]2[C:16]([F:17])=[CH:15][C:14]([C:18]#[C:19][C:21]3[S:22][C:23]([CH3:26])=[N:24][N:25]=3)=[CH:13][C:10]=2[CH:11]=[O:12])[CH2:3]1. (9) Given the reactants ClC1C=CC=C(C(OO)=O)C=1.CS[C:14]1[N:19]=[CH:18][C:17]([C:20]2[O:21][C:22]3[C:28]([C:29]([OH:31])=[O:30])=[CH:27][CH:26]=[CH:25][C:23]=3[N:24]=2)=[CH:16][N:15]=1.[CH3:32][NH:33][CH3:34].O, predict the reaction product. The product is: [CH3:32][N:33]([CH3:34])[C:14]1[N:19]=[CH:18][C:17]([C:20]2[O:21][C:22]3[C:28]([C:29]([OH:31])=[O:30])=[CH:27][CH:26]=[CH:25][C:23]=3[N:24]=2)=[CH:16][N:15]=1. (10) The product is: [C:24]([C:7]1[C:6]([OH:28])=[CH:5][C:10]2[CH2:11][C:12]([CH2:19][CH2:20][CH2:21][CH2:22][CH3:23])([CH2:14][CH2:15][CH2:16][CH2:17][CH3:18])[O:13][C:9]=2[CH:8]=1)([CH3:25])([CH3:27])[CH3:26]. Given the reactants C([C:5]1[C:10]2[CH2:11][C:12]([CH2:19][CH2:20][CH2:21][CH2:22][CH3:23])([CH2:14][CH2:15][CH2:16][CH2:17][CH3:18])[O:13][C:9]=2[CH:8]=[C:7]([C:24]([CH3:27])([CH3:26])[CH3:25])[C:6]=1[OH:28])(C)(C)C.O, predict the reaction product.